This data is from Forward reaction prediction with 1.9M reactions from USPTO patents (1976-2016). The task is: Predict the product of the given reaction. (1) Given the reactants [CH2:1]([O:3][C:4]([C:6]1([CH2:23][CH:24]=[CH2:25])[CH2:11][CH2:10][CH:9]([N:12]2[C:20](=[O:21])[C:19]3[C:14](=[CH:15][CH:16]=[CH:17][CH:18]=3)[C:13]2=[O:22])[CH2:8][CH2:7]1)=[O:5])[CH3:2].CN(C=[O:30])C, predict the reaction product. The product is: [O:21]=[C:20]1[C:19]2[C:14](=[CH:15][CH:16]=[CH:17][CH:18]=2)[C:13](=[O:22])[N:12]1[CH:9]1[CH2:8][CH2:7][C:6]([CH2:23][C:24](=[O:30])[CH3:25])([C:4]([O:3][CH2:1][CH3:2])=[O:5])[CH2:11][CH2:10]1. (2) Given the reactants [C:1]([CH:6]([CH2:10][CH3:11])[C:7]([OH:9])=[O:8])([O:3]CC)=[O:2].C(N[CH2:15][CH3:16])C.[CH2:17]=O.S(=O)(=O)(O)O, predict the reaction product. The product is: [CH2:11]([CH:10]=[C:6]([CH2:15][CH3:16])[C:7]([OH:9])=[O:8])[CH3:17].[CH2:10]([C:6](=[CH2:7])[C:1]([OH:3])=[O:2])[CH3:11]. (3) Given the reactants [CH3:1][C@H:2]1[CH2:7][C@@H:6]([C:8]([O:10][CH3:11])=[O:9])[CH2:5][CH2:4][N:3]1C(OCC1C=CC=CC=1)=O, predict the reaction product. The product is: [CH3:1][C@H:2]1[CH2:7][C@@H:6]([C:8]([O:10][CH3:11])=[O:9])[CH2:5][CH2:4][NH:3]1. (4) Given the reactants [C:1]([C:3]1[CH:20]=[CH:19][C:6]([CH2:7][NH:8][S:9]([C:12]2[CH:17]=[CH:16][C:15]([F:18])=[CH:14][CH:13]=2)(=[O:11])=[O:10])=[CH:5][CH:4]=1)#[N:2].N[CH2:22][CH2:23][SH:24].[Cl-].[Na+], predict the reaction product. The product is: [S:24]1[CH2:23][CH2:22][N:2]=[C:1]1[C:3]1[CH:4]=[CH:5][C:6]([CH2:7][NH:8][S:9]([C:12]2[CH:17]=[CH:16][C:15]([F:18])=[CH:14][CH:13]=2)(=[O:11])=[O:10])=[CH:19][CH:20]=1.